This data is from Full USPTO retrosynthesis dataset with 1.9M reactions from patents (1976-2016). The task is: Predict the reactants needed to synthesize the given product. (1) Given the product [CH3:31][O:30][C:27]1[CH:26]=[CH:25][C:24]([CH2:23][N:18]2[C:17]([CH3:33])=[N:16][C:15]3[C:19]2=[N:20][C:21]([C:38]2[O:39][C:6]([CH3:7])=[CH:8][CH:37]=2)=[N:22][CH:14]=3)=[CH:29][CH:28]=1, predict the reactants needed to synthesize it. The reactants are: [Li+].CC([N-][CH:6]([CH3:8])[CH3:7])C.O1C=CC=C1[C:14]1[N:22]=[CH:21][N:20]=[C:19]2[C:15]=1[N:16]=[CH:17][N:18]2[CH2:23][C:24]1[CH:29]=[CH:28][C:27]([O:30][CH3:31])=[CH:26][CH:25]=1.I[CH3:33].[NH4+].[Cl-].C1C[O:39][CH2:38][CH2:37]1. (2) Given the product [CH:16]([C:10]1[CH:15]=[CH:14][C:13]([C:1](=[O:4])[CH2:2][CH3:3])=[CH:12][CH:11]=1)([CH3:18])[CH3:17], predict the reactants needed to synthesize it. The reactants are: [C:1](Cl)(=[O:4])[CH2:2][CH3:3].[Cl-].[Al+3].[Cl-].[Cl-].[C:10]1([CH:16]([CH3:18])[CH3:17])[CH:15]=[CH:14][CH:13]=[CH:12][CH:11]=1. (3) Given the product [CH3:35][C:36]1[CH:37]=[C:38]([N:51]2[CH2:52][CH2:53][O:54][CH2:55][CH2:56]2)[CH:39]=[CH:40][C:41]=1[C:2]1[N:25]([S:26]([C:29]2[CH:30]=[CH:31][CH:32]=[CH:33][CH:34]=2)(=[O:27])=[O:28])[C:5]2=[N:6][CH:7]=[CH:8][C:9]([C:10]3[CH:11]=[CH:12][C:13]([O:18][CH:19]4[CH2:24][CH2:23][O:22][CH2:21][CH2:20]4)=[C:14]([CH:17]=3)[C:15]#[N:16])=[C:4]2[CH:3]=1, predict the reactants needed to synthesize it. The reactants are: I[C:2]1[N:25]([S:26]([C:29]2[CH:34]=[CH:33][CH:32]=[CH:31][CH:30]=2)(=[O:28])=[O:27])[C:5]2=[N:6][CH:7]=[CH:8][C:9]([C:10]3[CH:11]=[CH:12][C:13]([O:18][CH:19]4[CH2:24][CH2:23][O:22][CH2:21][CH2:20]4)=[C:14]([CH:17]=3)[C:15]#[N:16])=[C:4]2[CH:3]=1.[CH3:35][C:36]1[CH:37]=[C:38]([N:51]2[CH2:56][CH2:55][O:54][CH2:53][CH2:52]2)[CH:39]=[CH:40][C:41]=1B1OC(C)(C)C(C)(C)O1.C([O-])([O-])=O.[Na+].[Na+].CC([O-])=O.[K+]. (4) Given the product [OH:17][C@@H:16]1[C:12]2[C:13](=[CH:18][CH:14]=[CH:15][CH:16]=2)[CH:18]=[CH:14][C@H:15]1[O:3][C:1](=[O:4])[CH3:2], predict the reactants needed to synthesize it. The reactants are: [C:1]([O-:4])(=[O:3])[CH3:2].[Na+].Cl.C(N([CH2:12][CH3:13])CC)C.[CH2:14]1[CH2:18][O:17][CH2:16][CH2:15]1. (5) Given the product [OH:26][NH:8][C:9]1([CH2:18][C:19]2[CH:24]=[CH:23][CH:22]=[CH:21][C:20]=2[Cl:25])[C:14](=[O:15])[NH:13][C:12](=[O:16])[NH:11][C:10]1=[O:17], predict the reactants needed to synthesize it. The reactants are: C(OC([N:8]([OH:26])[C:9]1([CH2:18][C:19]2[CH:24]=[CH:23][CH:22]=[CH:21][C:20]=2[Cl:25])[C:14](=[O:15])[NH:13][C:12](=[O:16])[NH:11][C:10]1=[O:17])=O)(C)(C)C. (6) Given the product [CH3:1][C:2]1[CH:7]=[CH:6][C:5]([C:14]2[CH:22]=[C:21]3[C:17]([C:18]([NH:31][C:32](=[O:36])[CH2:33][CH2:34][CH3:35])=[N:19][N:20]3[CH2:23][O:24][CH2:25][CH2:26][Si:27]([CH3:30])([CH3:28])[CH3:29])=[CH:16][CH:15]=2)=[CH:4][CH:3]=1, predict the reactants needed to synthesize it. The reactants are: [CH3:1][C:2]1[CH:7]=[CH:6][C:5](B(O)O)=[CH:4][CH:3]=1.[F-].[Cs+].Cl[C:14]1[CH:22]=[C:21]2[C:17]([C:18]([NH:31][C:32](=[O:36])[CH2:33][CH2:34][CH3:35])=[N:19][N:20]2[CH2:23][O:24][CH2:25][CH2:26][Si:27]([CH3:30])([CH3:29])[CH3:28])=[CH:16][CH:15]=1. (7) Given the product [C:19]([Si:16]([O:15][C@H:9]1[C:10]([CH3:14])([CH3:13])[CH2:11][CH2:12][C:7]([B:28]2[O:29][C:30]([CH3:32])([CH3:31])[C:26]([CH3:42])([CH3:25])[O:27]2)=[CH:8]1)([CH3:18])[CH3:17])([CH3:22])([CH3:21])[CH3:20], predict the reactants needed to synthesize it. The reactants are: FC(F)(F)S(O[C:7]1[CH2:12][CH2:11][C:10]([CH3:14])([CH3:13])[C@H:9]([O:15][Si:16]([C:19]([CH3:22])([CH3:21])[CH3:20])([CH3:18])[CH3:17])[CH:8]=1)(=O)=O.[CH3:25][C:26]1([CH3:42])[C:30]([CH3:32])([CH3:31])[O:29][B:28]([B:28]2[O:29][C:30]([CH3:32])([CH3:31])[C:26]([CH3:42])([CH3:25])[O:27]2)[O:27]1.C([O-])(=O)C.[K+]. (8) Given the product [Cl:37][C:32]1[CH:33]=[CH:34][CH:35]=[C:36]2[C:31]=1[C:30]([CH2:38][N:12]1[C:13]3[CH:18]=[CH:17][CH:16]=[CH:15][C:14]=3[N:10]([CH2:6][CH2:5][C:4]([OH:3])=[O:20])[C:11]1=[O:19])=[CH:29][NH:28]2, predict the reactants needed to synthesize it. The reactants are: C([O:3][C:4](=[O:20])[CH2:5][CH:6]([N:10]1[C:14]2[CH:15]=[CH:16][CH:17]=[CH:18][C:13]=2[NH:12][C:11]1=[O:19])CCC)C.C(OC([N:28]1[C:36]2[C:31](=[C:32]([Cl:37])[CH:33]=[CH:34][CH:35]=2)[C:30]([CH2:38]O)=[CH:29]1)=O)(C)(C)C.CC(OC(/N=N/C(OC(C)C)=O)=O)C.